From a dataset of Forward reaction prediction with 1.9M reactions from USPTO patents (1976-2016). Predict the product of the given reaction. (1) Given the reactants [N:1]1[CH:6]=[CH:5][CH:4]=[CH:3][C:2]=1[CH:7]1[N:12]2[C:13](=[O:19])[NH:14][C:15]3=[CH:16][CH:17]=[CH:18][C:10](=[C:11]23)[O:9][CH2:8]1.Cl.O, predict the reaction product. The product is: [NH:1]1[CH2:6][CH2:5][CH2:4][CH2:3][CH:2]1[CH:7]1[N:12]2[C:13](=[O:19])[NH:14][C:15]3=[CH:16][CH:17]=[CH:18][C:10](=[C:11]23)[O:9][CH2:8]1. (2) The product is: [N:4]1([S:9]([C:12]2[CH:13]=[C:14]3[C:18](=[CH:19][CH:20]=2)[NH:17][N:16]=[C:15]3[NH:21][C:22]2[S:23][CH:1]=[CH:2][N:24]=2)(=[O:10])=[O:11])[CH2:5][CH2:6][CH2:7][CH2:8]1. Given the reactants [CH2:1](O)[CH3:2].[N:4]1([S:9]([C:12]2[CH:13]=[C:14]3[C:18](=[CH:19][CH:20]=2)[NH:17][N:16]=[C:15]3[NH:21][C:22]([NH2:24])=[S:23])(=[O:11])=[O:10])[CH2:8][CH2:7][CH2:6][CH2:5]1.BrCC(OCC)OCC.C(=O)([O-])O.[Na+], predict the reaction product. (3) Given the reactants Br[C:2]1[CH:11]=[CH:10][C:5]([C:6]([O:8][CH3:9])=[O:7])=[C:4]([CH3:12])[CH:3]=1.[CH3:13][N:14](C)C=O, predict the reaction product. The product is: [C:13]([C:2]1[CH:11]=[CH:10][C:5]([C:6]([O:8][CH3:9])=[O:7])=[C:4]([CH3:12])[CH:3]=1)#[N:14]. (4) Given the reactants [CH2:1]([N:5]([CH2:7][C:8]1[S:12][C:11]([C:13]([OH:15])=O)=[CH:10][CH:9]=1)[CH3:6])[CH2:2][CH2:3][CH3:4].C(N(CC)C(C)C)(C)C.CN(C(ON1N=NC2C=CC=CC1=2)=[N+](C)C)C.F[P-](F)(F)(F)(F)F.[NH2:49][C@@H:50]([CH2:64][C:65]1[CH:70]=[C:69]([F:71])[CH:68]=[C:67]([F:72])[CH:66]=1)[C@H:51]([OH:63])[CH2:52][NH:53][CH2:54][C:55]1[CH:60]=[CH:59][CH:58]=[C:57]([CH2:61][CH3:62])[CH:56]=1.C(Cl)[Cl:74], predict the reaction product. The product is: [ClH:74].[ClH:74].[CH2:1]([N:5]([CH2:7][C:8]1[S:12][C:11]([C:13]([NH:49][C@@H:50]([CH2:64][C:65]2[CH:66]=[C:67]([F:72])[CH:68]=[C:69]([F:71])[CH:70]=2)[C@H:51]([OH:63])[CH2:52][NH:53][CH2:54][C:55]2[CH:60]=[CH:59][CH:58]=[C:57]([CH2:61][CH3:62])[CH:56]=2)=[O:15])=[CH:10][CH:9]=1)[CH3:6])[CH2:2][CH2:3][CH3:4]. (5) Given the reactants [Cl:1][C:2]1[C:11]2[C:6](=[CH:7][C:8]([O:26][CH3:27])=[C:9]([O:12][CH2:13][CH:14]3[CH2:18][CH2:17][N:16](C(OC(C)(C)C)=O)[CH2:15]3)[CH:10]=2)[N:5]=[CH:4][N:3]=1.[Cl:28][C:29]1[C:30]([F:36])=[C:31]([CH:33]=[CH:34][CH:35]=1)[NH2:32], predict the reaction product. The product is: [ClH:1].[Cl:28][C:29]1[C:30]([F:36])=[C:31]([CH:33]=[CH:34][CH:35]=1)[NH:32][C:2]1[C:11]2[C:6](=[CH:7][C:8]([O:26][CH3:27])=[C:9]([O:12][CH2:13][CH:14]3[CH2:18][CH2:17][NH:16][CH2:15]3)[CH:10]=2)[N:5]=[CH:4][N:3]=1. (6) Given the reactants [C:1]([C:3]1[CH:8]=[CH:7][C:6]([C:9]2[N:13]3[CH:14]=[C:15]([C:18]4[CH:40]=[CH:39][C:21]([C:22]([N:24]5[CH2:29][CH2:28][C:27]([NH:31]C(=O)OC(C)(C)C)([CH3:30])[CH2:26][CH2:25]5)=[O:23])=[C:20]([F:41])[CH:19]=4)[N:16]=[CH:17][C:12]3=[N:11][CH:10]=2)=[CH:5][CH:4]=1)#[N:2], predict the reaction product. The product is: [NH2:31][C:27]1([CH3:30])[CH2:26][CH2:25][N:24]([C:22]([C:21]2[CH:39]=[CH:40][C:18]([C:15]3[N:16]=[CH:17][C:12]4[N:13]([C:9]([C:6]5[CH:7]=[CH:8][C:3]([C:1]#[N:2])=[CH:4][CH:5]=5)=[CH:10][N:11]=4)[CH:14]=3)=[CH:19][C:20]=2[F:41])=[O:23])[CH2:29][CH2:28]1.